This data is from Full USPTO retrosynthesis dataset with 1.9M reactions from patents (1976-2016). The task is: Predict the reactants needed to synthesize the given product. (1) Given the product [C:28]([OH:35])(=[O:34])/[CH:29]=[CH:30]\[C:31]([OH:33])=[O:32].[CH2:1]([O:3][C:4]([C@@H:6]([NH:15][C@H:16]([C:18]([N:20]1[CH2:27][CH2:26][CH2:25][C@H:21]1[C:22]([OH:24])=[O:23])=[O:19])[CH3:17])[CH2:7][CH2:8][C:9]1[CH:14]=[CH:13][CH:12]=[CH:11][CH:10]=1)=[O:5])[CH3:2], predict the reactants needed to synthesize it. The reactants are: [CH2:1]([O:3][C:4]([C@@H:6]([NH:15][C@H:16]([C:18]([N:20]1[CH2:27][CH2:26][CH2:25][C@H:21]1[C:22]([OH:24])=[O:23])=[O:19])[CH3:17])[CH2:7][CH2:8][C:9]1[CH:14]=[CH:13][CH:12]=[CH:11][CH:10]=1)=[O:5])[CH3:2].[C:28]([OH:35])(=[O:34])/[CH:29]=[CH:30]\[C:31]([OH:33])=[O:32].[Na+].[Cl-]. (2) Given the product [ClH:22].[NH2:7][C@H:8]1[CH2:14][O:13][C:12]2[CH:15]=[CH:16][CH:17]=[CH:18][C:11]=2[N:10]([CH3:19])[C:9]1=[O:20], predict the reactants needed to synthesize it. The reactants are: C(OC(=O)[NH:7][C@H:8]1[CH2:14][O:13][C:12]2[CH:15]=[CH:16][CH:17]=[CH:18][C:11]=2[N:10]([CH3:19])[C:9]1=[O:20])(C)(C)C.[ClH:22]. (3) Given the product [CH2:1]([O:3][C:4]1[N:9]=[CH:8][N:7]=[C:6]2[NH:10][N:11]=[C:12]([C:13]3[CH:18]=[CH:17][CH:16]=[C:15]([N:47]4[CH2:46][CH2:45][NH:44][CH:43]([CH2:39][CH:40]([CH3:42])[CH3:41])[CH2:48]4)[N:14]=3)[C:5]=12)[CH3:2], predict the reactants needed to synthesize it. The reactants are: [CH2:1]([O:3][C:4]1[N:9]=[CH:8][N:7]=[C:6]2[N:10](C(C3C=CC=CC=3)(C3C=CC=CC=3)C3C=CC=CC=3)[N:11]=[C:12]([C:13]3[CH:18]=[CH:17][CH:16]=[C:15](F)[N:14]=3)[C:5]=12)[CH3:2].[CH2:39]([C@H:43]1[CH2:48][NH:47][CH2:46][CH2:45][N:44]1C(OC(C)(C)C)=O)[CH:40]([CH3:42])[CH3:41].CCN(C(C)C)C(C)C.C([SiH](CC)CC)C.C(O)(C(F)(F)F)=O.